This data is from Full USPTO retrosynthesis dataset with 1.9M reactions from patents (1976-2016). The task is: Predict the reactants needed to synthesize the given product. The reactants are: [Cl:1][C:2]1[CH:3]=[C:4]([NH2:11])[CH:5]=[CH:6][C:7]=1[O:8][CH2:9][CH3:10].[F:12][C:13]([F:25])([F:24])[C:14]1[CH:19]=[CH:18][C:17]([CH2:20][C:21](O)=O)=[CH:16][CH:15]=1. Given the product [Cl:1][C:2]1[CH:3]=[C:4]([NH:11][CH2:21][CH2:20][C:17]2[CH:16]=[CH:15][C:14]([C:13]([F:12])([F:24])[F:25])=[CH:19][CH:18]=2)[CH:5]=[CH:6][C:7]=1[O:8][CH2:9][CH3:10], predict the reactants needed to synthesize it.